The task is: Regression. Given two drug SMILES strings and cell line genomic features, predict the synergy score measuring deviation from expected non-interaction effect.. This data is from NCI-60 drug combinations with 297,098 pairs across 59 cell lines. (1) Drug 1: C1CN1P(=S)(N2CC2)N3CC3. Drug 2: CC1CCC2CC(C(=CC=CC=CC(CC(C(=O)C(C(C(=CC(C(=O)CC(OC(=O)C3CCCCN3C(=O)C(=O)C1(O2)O)C(C)CC4CCC(C(C4)OC)O)C)C)O)OC)C)C)C)OC. Cell line: OVCAR-8. Synergy scores: CSS=14.6, Synergy_ZIP=-1.61, Synergy_Bliss=5.13, Synergy_Loewe=-6.72, Synergy_HSA=2.39. (2) Drug 1: CC1=C(N=C(N=C1N)C(CC(=O)N)NCC(C(=O)N)N)C(=O)NC(C(C2=CN=CN2)OC3C(C(C(C(O3)CO)O)O)OC4C(C(C(C(O4)CO)O)OC(=O)N)O)C(=O)NC(C)C(C(C)C(=O)NC(C(C)O)C(=O)NCCC5=NC(=CS5)C6=NC(=CS6)C(=O)NCCC[S+](C)C)O. Drug 2: N.N.Cl[Pt+2]Cl. Cell line: SK-OV-3. Synergy scores: CSS=14.5, Synergy_ZIP=-7.11, Synergy_Bliss=2.94, Synergy_Loewe=-4.46, Synergy_HSA=0.744. (3) Drug 1: CC1=C(C=C(C=C1)C(=O)NC2=CC(=CC(=C2)C(F)(F)F)N3C=C(N=C3)C)NC4=NC=CC(=N4)C5=CN=CC=C5. Drug 2: CC1C(C(CC(O1)OC2CC(CC3=C2C(=C4C(=C3O)C(=O)C5=CC=CC=C5C4=O)O)(C(=O)C)O)N)O. Cell line: SNB-75. Synergy scores: CSS=41.4, Synergy_ZIP=0.578, Synergy_Bliss=0.0327, Synergy_Loewe=-26.9, Synergy_HSA=-0.360. (4) Drug 1: C1=CC(=C2C(=C1NCCNCCO)C(=O)C3=C(C=CC(=C3C2=O)O)O)NCCNCCO. Cell line: HS 578T. Synergy scores: CSS=36.0, Synergy_ZIP=9.81, Synergy_Bliss=8.51, Synergy_Loewe=-20.3, Synergy_HSA=4.64. Drug 2: CC1=CC2C(CCC3(C2CCC3(C(=O)C)OC(=O)C)C)C4(C1=CC(=O)CC4)C.